This data is from NCI-60 drug combinations with 297,098 pairs across 59 cell lines. The task is: Regression. Given two drug SMILES strings and cell line genomic features, predict the synergy score measuring deviation from expected non-interaction effect. Drug 1: CS(=O)(=O)C1=CC(=C(C=C1)C(=O)NC2=CC(=C(C=C2)Cl)C3=CC=CC=N3)Cl. Drug 2: CC1C(C(CC(O1)OC2CC(CC3=C2C(=C4C(=C3O)C(=O)C5=C(C4=O)C(=CC=C5)OC)O)(C(=O)CO)O)N)O.Cl. Cell line: SNB-75. Synergy scores: CSS=60.8, Synergy_ZIP=0.708, Synergy_Bliss=1.36, Synergy_Loewe=3.02, Synergy_HSA=6.81.